From a dataset of Full USPTO retrosynthesis dataset with 1.9M reactions from patents (1976-2016). Predict the reactants needed to synthesize the given product. (1) Given the product [F:1][C:2]1[CH:3]=[C:4]([C:8]2[O:9][CH:10]=[C:11]([CH2:13][CH2:14][NH:15][C:28](=[O:29])[C:27]3[CH:31]=[C:23]([C:20]4[N:19]=[C:18]([C:17]([F:33])([F:32])[F:16])[O:22][N:21]=4)[CH:24]=[N:25][CH:26]=3)[N:12]=2)[CH:5]=[CH:6][CH:7]=1, predict the reactants needed to synthesize it. The reactants are: [F:1][C:2]1[CH:3]=[C:4]([C:8]2[O:9][CH:10]=[C:11]([CH2:13][CH2:14][NH2:15])[N:12]=2)[CH:5]=[CH:6][CH:7]=1.[F:16][C:17]([F:33])([F:32])[C:18]1[O:22][N:21]=[C:20]([C:23]2[CH:24]=[N:25][CH:26]=[C:27]([CH:31]=2)[C:28](O)=[O:29])[N:19]=1. (2) Given the product [O:25]=[C:20]1[N:19]([NH:18][C:15]([C:7]2[CH:6]=[CH:5][C:4]([CH:1]3[CH2:2][CH2:3]3)=[C:9]([O:10][CH2:11][CH:12]3[CH2:13][CH2:14]3)[N:8]=2)=[O:17])[CH2:24][CH2:23][CH2:22][O:21]1, predict the reactants needed to synthesize it. The reactants are: [CH:1]1([C:4]2[CH:5]=[CH:6][C:7]([C:15]([OH:17])=O)=[N:8][C:9]=2[O:10][CH2:11][CH:12]2[CH2:14][CH2:13]2)[CH2:3][CH2:2]1.[NH2:18][N:19]1[CH2:24][CH2:23][CH2:22][O:21][C:20]1=[O:25]. (3) Given the product [F:14][C:11]1[CH:12]=[C:13]2[C:8](=[CH:9][CH:10]=1)[NH:7][C:6](=[O:15])[CH2:5]2, predict the reactants needed to synthesize it. The reactants are: COC([CH:5]1[C:13]2[C:8](=[CH:9][CH:10]=[C:11]([F:14])[CH:12]=2)[NH:7][C:6]1=[O:15])=O.Cl.[OH-].[K+]. (4) Given the product [C:11]([O:14][CH2:15][C:16]([C:2]1[CH:1]=[CH:9][CH:8]=[CH:7][CH:6]=1)([CH3:17])[CH3:18])(=[O:13])[CH3:12], predict the reactants needed to synthesize it. The reactants are: [C:1]([O-])(=O)[CH3:2].[Na+].[CH3:6][CH:7]=[CH:8][CH2:9]Cl.[C:11]([O:14][CH2:15][C:16](=[CH2:18])[CH3:17])(=[O:13])[CH3:12].C(=O)([O-])O.[Na+].[Cl-].[Al+3].[Cl-].[Cl-].